Dataset: Reaction yield outcomes from USPTO patents with 853,638 reactions. Task: Predict the reaction yield, written as a fraction of the theoretical maximum amount of product (1.0 means a 100% yield; for example, 0.34 means a 34% yield). (1) The reactants are [CH3:1][N:2]1[CH:6]=[CH:5][N:4]=[N:3]1.[Li]CCCC.[Sn:12](Cl)([CH2:21][CH2:22][CH2:23][CH3:24])([CH2:17][CH2:18][CH2:19][CH3:20])[CH2:13][CH2:14][CH2:15][CH3:16]. The catalyst is C1COCC1. The product is [CH3:1][N:2]1[C:6]([Sn:12]([CH2:17][CH2:18][CH2:19][CH3:20])([CH2:21][CH2:22][CH2:23][CH3:24])[CH2:13][CH2:14][CH2:15][CH3:16])=[CH:5][N:4]=[N:3]1. The yield is 0.820. (2) The reactants are [NH2:1][C:2]1[CH:3]=[N:4][CH:5]=[CH:6][C:7]=1[N:8]1[CH2:13][C@H:12]([CH3:14])[CH2:11][C@H:10]([NH:15][C:16](=[O:22])[O:17][C:18]([CH3:21])([CH3:20])[CH3:19])[CH2:9]1.[Br:23][C:24]1[C:28]2=[N:29][C:30]([C:33](O)=[O:34])=[CH:31][CH:32]=[C:27]2[O:26][CH:25]=1.CCN(C(C)C)C(C)C.CN(C(ON1N=NC2C=CC=NC1=2)=[N+](C)C)C.F[P-](F)(F)(F)(F)F. The catalyst is CN(C=O)C. The product is [Br:23][C:24]1[C:28]2=[N:29][C:30]([C:33]([NH:1][C:2]3[CH:3]=[N:4][CH:5]=[CH:6][C:7]=3[N:8]3[CH2:13][C@H:12]([CH3:14])[CH2:11][C@H:10]([NH:15][C:16](=[O:22])[O:17][C:18]([CH3:21])([CH3:20])[CH3:19])[CH2:9]3)=[O:34])=[CH:31][CH:32]=[C:27]2[O:26][CH:25]=1. The yield is 0.740.